From a dataset of Full USPTO retrosynthesis dataset with 1.9M reactions from patents (1976-2016). Predict the reactants needed to synthesize the given product. (1) Given the product [Cl:1][C:2]1[CH:3]=[CH:4][C:5]([C:11]([F:14])([F:13])[F:12])=[C:6]([C:21]2[CH2:26][CH2:25][N:24]([C:27]([O:29][C:30]([CH3:33])([CH3:32])[CH3:31])=[O:28])[CH2:23][CH:22]=2)[CH:7]=1, predict the reactants needed to synthesize it. The reactants are: [Cl:1][C:2]1[CH:3]=[CH:4][C:5]([C:11]([F:14])([F:13])[F:12])=[C:6](B(O)O)[CH:7]=1.FC(F)(F)S(O[C:21]1[CH2:26][CH2:25][N:24]([C:27]([O:29][C:30]([CH3:33])([CH3:32])[CH3:31])=[O:28])[CH2:23][CH:22]=1)(=O)=O.C(=O)([O-])[O-].[Na+].[Na+].COCCOC. (2) Given the product [CH3:7][O:8][C:9]1[CH:10]=[C:11]([NH:12][C:22]2[CH:21]=[CH:20][CH:19]=[C:18]([O:17][CH3:16])[CH:23]=2)[CH:13]=[CH:14][CH:15]=1, predict the reactants needed to synthesize it. The reactants are: N1C=CC=CC=1.[CH3:7][O:8][C:9]1[CH:10]=[C:11]([CH:13]=[CH:14][CH:15]=1)[NH2:12].[CH3:16][O:17][C:18]1[CH:19]=[C:20](B(O)O)[CH:21]=[CH:22][CH:23]=1. (3) Given the product [C:1]([C:5]1[CH:10]=[C:9]([C:11]([CH3:12])([CH3:13])[CH3:14])[CH:8]=[C:7]([I:20])[C:6]=1[O:15][CH2:16][CH:17]([F:18])[F:19])([CH3:2])([CH3:3])[CH3:4], predict the reactants needed to synthesize it. The reactants are: [C:1]([C:5]1[CH:10]=[C:9]([C:11]([CH3:14])([CH3:13])[CH3:12])[CH:8]=[CH:7][C:6]=1[O:15][CH2:16][CH:17]([F:19])[F:18])([CH3:4])([CH3:3])[CH3:2].[I:20]N1C(=O)CCC1=O.O.C1(C)C=CC(S(O)(=O)=O)=CC=1.